This data is from Forward reaction prediction with 1.9M reactions from USPTO patents (1976-2016). The task is: Predict the product of the given reaction. (1) Given the reactants [C:1]1([NH2:8])[CH:6]=[CH:5][C:4]([NH2:7])=[CH:3][CH:2]=1.[O:9]1[CH2:13][CH2:12][CH2:11][C:10]1=O, predict the reaction product. The product is: [NH2:7][C:4]1[CH:5]=[CH:6][C:1]([N:8]2[CH2:13][CH2:12][CH2:11][C:10]2=[O:9])=[CH:2][CH:3]=1. (2) Given the reactants [OH:1][CH2:2][CH:3]1[CH2:8][CH2:7][CH:6]([C:9]([OH:11])=[O:10])[CH2:5][CH2:4]1.S(=O)(=O)(O)O.[CH2:17](O)[CH3:18], predict the reaction product. The product is: [OH:1][CH2:2][CH:3]1[CH2:4][CH2:5][CH:6]([C:9]([O:11][CH2:17][CH3:18])=[O:10])[CH2:7][CH2:8]1. (3) Given the reactants [OH:1][CH:2]1[CH2:5][NH:4][CH2:3]1.[C:6](O[C:6]([O:8][C:9]([CH3:12])([CH3:11])[CH3:10])=[O:7])([O:8][C:9]([CH3:12])([CH3:11])[CH3:10])=[O:7].C(N(CC)CC)C, predict the reaction product. The product is: [OH:1][CH:2]1[CH2:5][N:4]([C:6]([O:8][C:9]([CH3:12])([CH3:11])[CH3:10])=[O:7])[CH2:3]1. (4) Given the reactants Cl.[CH3:2][N:3]([CH3:19])[C:4]([N:6]1[CH2:10][CH:9]2[CH2:11][C:12]([CH2:17][CH3:18])([N:14]=C=O)[CH2:13][CH:8]2[CH2:7]1)=[O:5].[OH-].[Na+], predict the reaction product. The product is: [CH3:19][N:3]([CH3:2])[C:4]([N:6]1[CH2:10][CH:9]2[CH2:11][C:12]([NH2:14])([CH2:17][CH3:18])[CH2:13][CH:8]2[CH2:7]1)=[O:5]. (5) Given the reactants [F:1][C:2]1[CH:3]=[C:4]([CH:22]=[C:23]([F:25])[CH:24]=1)[CH2:5][C@@H:6]1[CH2:11][C@H:10]([C:12]2[O:16][NH:15][C:14](=[O:17])[CH:13]=2)[CH2:9][CH2:8][N:7]1C(OC)=O.Br, predict the reaction product. The product is: [F:25][C:23]1[CH:22]=[C:4]([CH:3]=[C:2]([F:1])[CH:24]=1)[CH2:5][C@@H:6]1[CH2:11][C@H:10]([C:12]2[O:16][NH:15][C:14](=[O:17])[CH:13]=2)[CH2:9][CH2:8][NH:7]1. (6) Given the reactants F[C:2]1[CH:9]=[CH:8][C:7]([N+:10]([O-:12])=[O:11])=[CH:6][C:3]=1[CH:4]=[O:5].[CH2:13]([O:15][C:16](=[O:27])[CH2:17][C:18]1[CH:23]=[CH:22][C:21]([O:24][CH3:25])=[C:20]([OH:26])[CH:19]=1)[CH3:14].C(=O)([O-])[O-].[K+].[K+], predict the reaction product. The product is: [CH2:13]([O:15][C:16](=[O:27])[CH2:17][C:18]1[CH:23]=[CH:22][C:21]([O:24][CH3:25])=[C:20]([O:26][C:2]2[CH:9]=[CH:8][C:7]([N+:10]([O-:12])=[O:11])=[CH:6][C:3]=2[CH:4]=[O:5])[CH:19]=1)[CH3:14].